Task: Binary Classification. Given a drug SMILES string, predict its activity (active/inactive) in a high-throughput screening assay against a specified biological target.. Dataset: M1 muscarinic receptor agonist screen with 61,833 compounds (1) The result is 0 (inactive). The compound is S(c1nc(c(c(c1C#N)C)C)C)c1n(nnn1)c1ccccc1. (2) The molecule is S(=O)(=O)(CCC(=O)NCCc1ccc(S(=O)(=O)N)cc1)c1ccc(OC)cc1. The result is 0 (inactive).